This data is from CYP2C9 inhibition data for predicting drug metabolism from PubChem BioAssay. The task is: Regression/Classification. Given a drug SMILES string, predict its absorption, distribution, metabolism, or excretion properties. Task type varies by dataset: regression for continuous measurements (e.g., permeability, clearance, half-life) or binary classification for categorical outcomes (e.g., BBB penetration, CYP inhibition). Dataset: cyp2c9_veith. (1) The drug is O=C(O)CCC(=O)c1ccc2ccc3cccc4ccc1c2c34. The result is 0 (non-inhibitor). (2) The compound is COCCNc1cc(-c2ccccc2C(F)(F)F)ncn1. The result is 0 (non-inhibitor). (3) The molecule is O=[N+]([O-])c1ccc(O[C@H]2O[C@@H](CO)[C@@H](O)[C@@H](O)[C@@H]2F)c([N+](=O)[O-])c1. The result is 0 (non-inhibitor). (4) The drug is CCNS(=O)(=O)c1ccc(NC(=O)c2cc(C(F)(F)F)nn2C)cc1. The result is 0 (non-inhibitor).